This data is from Full USPTO retrosynthesis dataset with 1.9M reactions from patents (1976-2016). The task is: Predict the reactants needed to synthesize the given product. (1) Given the product [CH:36]([C@:30]1([C:33]([N:15]2[CH2:16][CH2:17][N:12]([C:8]3[CH:9]=[N:10][CH:11]=[C:6]([C:5]([F:18])([F:4])[F:19])[CH:7]=3)[CH2:13][CH2:14]2)=[O:34])[CH2:31][CH2:32][C@@H:28]([NH:27][C:25](=[O:26])[O:24][C:20]([CH3:22])([CH3:21])[CH3:23])[CH2:29]1)([CH3:38])[CH3:37], predict the reactants needed to synthesize it. The reactants are: Cl.Cl.Cl.[F:4][C:5]([F:19])([F:18])[C:6]1[CH:7]=[C:8]([N:12]2[CH2:17][CH2:16][NH:15][CH2:14][CH2:13]2)[CH:9]=[N:10][CH:11]=1.[C:20]([O:24][C:25]([NH:27][C@@H:28]1[CH2:32][CH2:31][C@:30]([CH:36]([CH3:38])[CH3:37])([C:33](O)=[O:34])[CH2:29]1)=[O:26])([CH3:23])([CH3:22])[CH3:21].F[P-](F)(F)(F)(F)F.N1(O[P+](N(C)C)(N(C)C)N(C)C)C2C=CC=CC=2N=N1.C(N(CC)CC)C. (2) Given the product [C:1]([O:5][C:6]([NH:8][C@@H:9]([CH2:14][O:15][CH2:16][C@H:17]([O:27][CH2:28][CH2:29][CH3:30])[C@H:18]([C@@H:24]([OH:26])[CH3:25])[CH2:19][CH2:20][CH:21]([CH3:23])[CH3:22])[C:10]([OH:12])=[O:11])=[O:7])([CH3:2])([CH3:3])[CH3:4], predict the reactants needed to synthesize it. The reactants are: [C:1]([O:5][C:6]([NH:8][C@@H:9]([CH2:14][O:15][CH2:16][C@H:17]([O:27][CH2:28][CH2:29][CH3:30])[C@H:18]([C@@H:24]([OH:26])[CH3:25])[CH2:19][CH2:20][CH:21]([CH3:23])[CH3:22])[C:10]([O:12]C)=[O:11])=[O:7])([CH3:4])([CH3:3])[CH3:2].O[Li].O.